From a dataset of Forward reaction prediction with 1.9M reactions from USPTO patents (1976-2016). Predict the product of the given reaction. (1) Given the reactants [CH2:1]([N:5]1[C:10](=[O:11])[C:9]([CH2:12]OS(C)(=O)=O)=[CH:8][C:7]([C:18]2[CH:23]=[CH:22][CH:21]=[CH:20][CH:19]=2)=[N:6]1)[CH:2]([CH3:4])[CH3:3].[CH3:24][N:25]1[CH2:30][CH2:29][NH:28][CH2:27][CH2:26]1, predict the reaction product. The product is: [CH2:1]([N:5]1[C:10](=[O:11])[C:9]([CH2:12][N:28]2[CH2:29][CH2:30][N:25]([CH3:24])[CH2:26][CH2:27]2)=[CH:8][C:7]([C:18]2[CH:23]=[CH:22][CH:21]=[CH:20][CH:19]=2)=[N:6]1)[CH:2]([CH3:4])[CH3:3]. (2) Given the reactants [NH2:1][C:2]1[CH:3]=[C:4]([CH:9]=[C:10](Br)[CH:11]=1)[C:5]([O:7][CH3:8])=[O:6].[C:13]1(B(O)O)[CH:18]=[CH:17][CH:16]=[CH:15][CH:14]=1.C(=O)([O-])[O-].[K+].[K+].Cl, predict the reaction product. The product is: [NH2:1][C:2]1[CH:3]=[C:4]([C:5]([O:7][CH3:8])=[O:6])[CH:9]=[C:10]([C:13]2[CH:18]=[CH:17][CH:16]=[CH:15][CH:14]=2)[CH:11]=1.